This data is from Reaction yield outcomes from USPTO patents with 853,638 reactions. The task is: Predict the reaction yield, written as a fraction of the theoretical maximum amount of product (1.0 means a 100% yield; for example, 0.34 means a 34% yield). (1) The reactants are [F:1][C:2]1[CH:7]=[CH:6][C:5]([C:8]2[N:9]=[C:10](O)[C:11]3[C:16]([CH:17]=2)=[CH:15][C:14]([O:18][CH3:19])=[CH:13][CH:12]=3)=[CH:4][CH:3]=1.O=P(Cl)(Cl)[Cl:23]. No catalyst specified. The product is [Cl:23][C:10]1[C:11]2[C:16](=[CH:15][C:14]([O:18][CH3:19])=[CH:13][CH:12]=2)[CH:17]=[C:8]([C:5]2[CH:6]=[CH:7][C:2]([F:1])=[CH:3][CH:4]=2)[N:9]=1. The yield is 0.910. (2) The reactants are [CH2:1]([O:8][C@H:9]1[CH:14]=[CH:13][O:12][C@@H:11]([CH3:15])[C@@H:10]1[OH:16])[C:2]1[CH:7]=[CH:6][CH:5]=[CH:4][CH:3]=1.[H-].[Na+].I[CH2:20][CH2:21][CH2:22][CH3:23]. The catalyst is CN(C=O)C.[I-].C([N+](CCCC)(CCCC)CCCC)CCC. The product is [CH2:1]([O:8][C@H:9]1[CH:14]=[CH:13][O:12][C@@H:11]([CH3:15])[C@@H:10]1[O:16][CH2:20][CH2:21][CH2:22][CH3:23])[C:2]1[CH:3]=[CH:4][CH:5]=[CH:6][CH:7]=1. The yield is 0.740. (3) The reactants are [CH3:1][C:2]1[CH:7]=[N:6][C:5]([CH3:8])=[CH:4][N:3]=1.C1C(=O)N([Cl:16])C(=O)C1. The catalyst is C(Cl)(Cl)(Cl)Cl.C(Cl)Cl. The product is [Cl:16][CH2:1][C:2]1[CH:7]=[N:6][C:5]([CH3:8])=[CH:4][N:3]=1. The yield is 0.202. (4) The reactants are [CH:1]1([O:6][C:7](=[O:23])[CH:8]([O:17][CH:18]2[CH2:22][CH2:21][CH2:20][CH2:19]2)[CH2:9][C:10]2[CH:15]=[CH:14][C:13]([OH:16])=[CH:12][CH:11]=2)[CH2:5][CH2:4][CH2:3][CH2:2]1.[CH3:24][N:25]1[CH:29]([CH2:30][CH2:31]OS(C2C=CC(C)=CC=2)(=O)=O)[CH2:28][N:27]([CH2:43][C:44]2[CH:49]=[CH:48][C:47]([C:50]([F:53])([F:52])[F:51])=[CH:46][CH:45]=2)[C:26]1=[O:54].C([O-])([O-])=O.[Cs+].[Cs+]. The catalyst is CN(C=O)C. The product is [CH:1]1([O:6][C:7](=[O:23])[CH:8]([O:17][CH:18]2[CH2:19][CH2:20][CH2:21][CH2:22]2)[CH2:9][C:10]2[CH:11]=[CH:12][C:13]([O:16][CH2:31][CH2:30][CH:29]3[CH2:28][N:27]([CH2:43][C:44]4[CH:49]=[CH:48][C:47]([C:50]([F:52])([F:53])[F:51])=[CH:46][CH:45]=4)[C:26](=[O:54])[N:25]3[CH3:24])=[CH:14][CH:15]=2)[CH2:2][CH2:3][CH2:4][CH2:5]1. The yield is 0.640. (5) The reactants are Br[C:2]1[CH:3]=[C:4]2[C:9](=[C:10]([N+:13]([O-])=O)[C:11]=1[CH3:12])[N:8]=[CH:7][N:6]=[C:5]2[NH:16][C:17]1[CH:24]=[CH:23][C:20]([C:21]#[N:22])=[CH:19][CH:18]=1.N.CO. The catalyst is CCO.[Pd]. The product is [NH2:13][C:10]1[C:11]([CH3:12])=[CH:2][CH:3]=[C:4]2[C:9]=1[N:8]=[CH:7][N:6]=[C:5]2[NH:16][C:17]1[CH:24]=[CH:23][C:20]([C:21]#[N:22])=[CH:19][CH:18]=1. The yield is 0.830. (6) The reactants are [F:1][C:2]([F:15])([F:14])[S:3]([O:6]S(C(F)(F)F)(=O)=O)(=[O:5])=[O:4].[C:16]([Si:20]([CH3:50])([CH3:49])[O:21][CH:22]([C:45]([CH3:48])([CH3:47])[CH3:46])[CH2:23][CH2:24][C:25]1[CH:30]=[CH:29][C:28]([C:31]([C:36]2[CH:41]=[CH:40][C:39](O)=[C:38]([CH3:43])[CH:37]=2)([CH2:34][CH3:35])[CH2:32][CH3:33])=[CH:27][C:26]=1[CH3:44])([CH3:19])([CH3:18])[CH3:17].N1C=CC=CC=1.[Cl-].[NH4+]. The catalyst is ClCCl.CCCCCC.C(OCC)(=O)C. The product is [C:16]([Si:20]([CH3:50])([CH3:49])[O:21][CH:22]([C:45]([CH3:48])([CH3:47])[CH3:46])[CH2:23][CH2:24][C:25]1[CH:30]=[CH:29][C:28]([C:31]([C:36]2[CH:41]=[CH:40][C:39]([O:6][S:3]([C:2]([F:15])([F:14])[F:1])(=[O:5])=[O:4])=[C:38]([CH3:43])[CH:37]=2)([CH2:32][CH3:33])[CH2:34][CH3:35])=[CH:27][C:26]=1[CH3:44])([CH3:17])([CH3:19])[CH3:18]. The yield is 0.880.